Dataset: HIV replication inhibition screening data with 41,000+ compounds from the AIDS Antiviral Screen. Task: Binary Classification. Given a drug SMILES string, predict its activity (active/inactive) in a high-throughput screening assay against a specified biological target. (1) The drug is Cc1cc(N=O)ccc1O. The result is 0 (inactive). (2) The compound is O=C1C2CCSCN2C(=O)N1c1ccccc1. The result is 0 (inactive). (3) The result is 0 (inactive). The molecule is N#Cc1c(N=CC=Cc2ccccc2)c(C(=O)Nc2ccccc2)n2c1CCC2. (4) The molecule is Cl.NCCC1([N+](=O)[O-])C=CN=CC1. The result is 0 (inactive). (5) The drug is Cc1ccc(NC(=O)C(=O)C(C#N)c2ccccc2C)cc1C. The result is 0 (inactive).